From a dataset of Full USPTO retrosynthesis dataset with 1.9M reactions from patents (1976-2016). Predict the reactants needed to synthesize the given product. (1) Given the product [F:21][C:2]([F:1])([F:20])[O:3][C:4]1[CH:9]=[CH:8][C:7]([C:10]2[CH:11]=[CH:12][C:13]3[O:17][N:16]=[C:15]([O:18][CH2:23][C:24]([O:26][C:27]([CH3:30])([CH3:29])[CH3:28])=[O:25])[C:14]=3[CH:19]=2)=[CH:6][CH:5]=1, predict the reactants needed to synthesize it. The reactants are: [F:1][C:2]([F:21])([F:20])[O:3][C:4]1[CH:9]=[CH:8][C:7]([C:10]2[CH:11]=[CH:12][C:13]3[O:17][N:16]=[C:15]([OH:18])[C:14]=3[CH:19]=2)=[CH:6][CH:5]=1.Br[CH2:23][C:24]([O:26][C:27]([CH3:30])([CH3:29])[CH3:28])=[O:25].C(=O)([O-])[O-].[Cs+].[Cs+]. (2) Given the product [CH3:42][N:31]([C:28]1[CH:27]=[CH:26][C:25]([NH:24]/[C:17](/[C:18]2[CH:19]=[CH:20][CH:21]=[CH:22][CH:23]=2)=[C:6]2\[C:5](=[O:43])[NH:4][C:12]3[C:7]\2=[N:8][CH:9]=[C:10]([C:13]([O:15][CH3:16])=[O:14])[CH:11]=3)=[CH:30][CH:29]=1)[C:32](=[O:41])[CH2:33][N:34]1[CH2:35][CH2:36][N:37]([CH3:40])[CH2:38][CH2:39]1, predict the reactants needed to synthesize it. The reactants are: C([N:4]1[C:12]2[C:7](=[N:8][CH:9]=[C:10]([C:13]([O:15][CH3:16])=[O:14])[CH:11]=2)/[C:6](=[C:17](/[NH:24][C:25]2[CH:30]=[CH:29][C:28]([N:31]([CH3:42])[C:32](=[O:41])[CH2:33][N:34]3[CH2:39][CH2:38][N:37]([CH3:40])[CH2:36][CH2:35]3)=[CH:27][CH:26]=2)\[C:18]2[CH:23]=[CH:22][CH:21]=[CH:20][CH:19]=2)/[C:5]1=[O:43])(=O)C.C([O-])([O-])=O.[K+].[K+].